Dataset: Forward reaction prediction with 1.9M reactions from USPTO patents (1976-2016). Task: Predict the product of the given reaction. (1) Given the reactants Br[C:2]1[CH:11]=[N:10][C:5]2[O:6][CH2:7][CH2:8][NH:9][C:4]=2[CH:3]=1.[C:12]1(B(O)O)[C:21]2[C:16](=[CH:17][CH:18]=[CH:19][CH:20]=2)[CH:15]=[CH:14][N:13]=1.C(=O)([O-])[O-].[K+].[K+], predict the reaction product. The product is: [CH:12]1[C:21]2[C:16](=[CH:17][CH:18]=[CH:19][CH:20]=2)[C:15]([C:2]2[CH:11]=[N:10][C:5]3[O:6][CH2:7][CH2:8][NH:9][C:4]=3[CH:3]=2)=[CH:14][N:13]=1. (2) Given the reactants [H-].[Na+].[CH3:3][C:4]1[CH:9]=[C:8]([C:10]([C:12]2[C:21](=[O:22])[C:20]3[C:15](=[CH:16][CH:17]=[CH:18][CH:19]=3)[NH:14][CH:13]=2)=[O:11])[CH:7]=[CH:6][N:5]=1.Br[CH2:24][C:25]1[CH:30]=[CH:29][CH:28]=[C:27]([CH3:31])[N:26]=1, predict the reaction product. The product is: [CH3:3][C:4]1[CH:9]=[C:8]([C:10]([C:12]2[C:21](=[O:22])[C:20]3[C:15](=[CH:16][CH:17]=[CH:18][CH:19]=3)[N:14]([CH2:24][C:25]3[CH:30]=[CH:29][CH:28]=[C:27]([CH3:31])[N:26]=3)[CH:13]=2)=[O:11])[CH:7]=[CH:6][N:5]=1. (3) Given the reactants [C:1]1([C:7]2[CH:12]=[CH:11][C:10](C3C=CC=CC=3)=[CH:9][C:8]=2[C@@H:19]([O:24][C:25]2[N:30]=[C:29]([NH2:31])[N:28]=[C:27]([N:32]3[CH2:44][CH2:43][C:35]4([CH2:39][NH:38][C@H:37]([C:40]([OH:42])=[O:41])[CH2:36]4)[CH2:34][CH2:33]3)[CH:26]=2)[C:20]([F:23])([F:22])[F:21])[CH:6]=[CH:5][CH:4]=[CH:3][CH:2]=1.NC1N=C(N2CCC3(CN(C(OC(C)(C)C)=O)[C@H](C(OCC)=O)C3)CC2)C=C(O[C@H]([C:80]2[C:85](Br)=[CH:84][CH:83]=[CH:82][C:81]=2Br)C(F)(F)F)N=1, predict the reaction product. The product is: [C:1]1([C:7]2[CH:12]=[CH:11][CH:10]=[C:9]([C:80]3[CH:85]=[CH:84][CH:83]=[CH:82][CH:81]=3)[C:8]=2[C@@H:19]([O:24][C:25]2[N:30]=[C:29]([NH2:31])[N:28]=[C:27]([N:32]3[CH2:44][CH2:43][C:35]4([CH2:39][NH:38][C@H:37]([C:40]([OH:42])=[O:41])[CH2:36]4)[CH2:34][CH2:33]3)[CH:26]=2)[C:20]([F:21])([F:23])[F:22])[CH:6]=[CH:5][CH:4]=[CH:3][CH:2]=1. (4) Given the reactants [Cl:1][C:2]1[C:11]2[C:6](=[CH:7][C:8]([S:12]([N:15]([CH2:24][CH2:25][O:26]C3CCCCO3)[C:16]3([C:21]([OH:23])=O)[CH2:20][CH2:19][CH2:18][CH2:17]3)(=[O:14])=[O:13])=[CH:9][CH:10]=2)[C:5]([NH:33][C:34]([NH2:36])=[NH:35])=[N:4][CH:3]=1.Cl, predict the reaction product. The product is: [ClH:1].[Cl:1][C:2]1[C:11]2[C:6](=[CH:7][C:8]([S:12]([N:15]3[CH2:24][CH2:25][O:26][C:21](=[O:23])[C:16]43[CH2:17][CH2:18][CH2:19][CH2:20]4)(=[O:14])=[O:13])=[CH:9][CH:10]=2)[C:5]([N:33]=[C:34]([NH2:35])[NH2:36])=[N:4][CH:3]=1. (5) The product is: [F:30][C:11]1[CH:12]=[C:13]([O:17][C@H:18]2[CH2:23][CH2:22][CH2:21][CH2:20][C@@H:19]2[C:24]2[N:28]([CH3:29])[N:27]=[CH:26][CH:25]=2)[C:14]([CH3:16])=[CH:15][C:10]=1[S:7]([NH:6][C:31]1[CH:36]=[CH:35][N:34]=[CH:33][N:32]=1)(=[O:8])=[O:9]. Given the reactants COC1C=C(OC)C=CC=1C[N:6]([C:31]1[CH:36]=[CH:35][N:34]=[CH:33][N:32]=1)[S:7]([C:10]1[CH:15]=[C:14]([CH3:16])[C:13]([O:17][C@H:18]2[CH2:23][CH2:22][CH2:21][CH2:20][C@@H:19]2[C:24]2[N:28]([CH3:29])[N:27]=[CH:26][CH:25]=2)=[CH:12][C:11]=1[F:30])(=[O:9])=[O:8].C([SiH](CC)CC)C.FC(F)(F)C(O)=O, predict the reaction product. (6) Given the reactants [Cl:1][C:2]1[N:7]=[C:6]([CH2:8][C:9]([C:11]2[CH:12]=[C:13]([NH:17][S:18]([C:21]3[C:26]([F:27])=[CH:25][CH:24]=[CH:23][C:22]=3[F:28])(=[O:20])=[O:19])[CH:14]=[CH:15][CH:16]=2)=O)[CH:5]=[CH:4][N:3]=1.C1C(=O)N(Br)C(=O)C1.[N:37]1([C:42](=[S:44])[NH2:43])[CH2:41][CH2:40][CH2:39][CH2:38]1, predict the reaction product. The product is: [Cl:1][C:2]1[N:7]=[C:6]([C:8]2[S:44][C:42]([N:37]3[CH2:41][CH2:40][CH2:39][CH2:38]3)=[N:43][C:9]=2[C:11]2[CH:12]=[C:13]([NH:17][S:18]([C:21]3[C:26]([F:27])=[CH:25][CH:24]=[CH:23][C:22]=3[F:28])(=[O:20])=[O:19])[CH:14]=[CH:15][CH:16]=2)[CH:5]=[CH:4][N:3]=1.